Dataset: Full USPTO retrosynthesis dataset with 1.9M reactions from patents (1976-2016). Task: Predict the reactants needed to synthesize the given product. (1) Given the product [CH3:23][O:24][C:25](=[O:40])[CH2:26][O:27][C:28]1[C:33]([O:34][CH3:35])=[CH:32][C:31]([C:36](=[O:37])[C:2]#[C:1][C:3]2[CH:8]=[C:7]([C:9]3[S:10][CH:11]=[CH:12][CH:13]=3)[C:6]([O:14][CH3:15])=[CH:5][C:4]=2[O:16][CH3:17])=[CH:30][C:29]=1[O:38][CH3:39], predict the reactants needed to synthesize it. The reactants are: [C:1]([C:3]1[C:4]([O:16][CH3:17])=[CH:5][C:6]([O:14][CH3:15])=[C:7]([C:9]2[S:10][CH:11]=[CH:12][CH:13]=2)[CH:8]=1)#[CH:2].C([Li])CCC.[CH3:23][O:24][C:25](=[O:40])[CH2:26][O:27][C:28]1[C:33]([O:34][CH3:35])=[CH:32][C:31]([CH:36]=[O:37])=[CH:30][C:29]=1[O:38][CH3:39].[Cr](O[Cr]([O-])(=O)=O)([O-])(=O)=O.[NH+]1C=CC=CC=1.[NH+]1C=CC=CC=1. (2) Given the product [Cl:23][C:20]1[CH:19]=[CH:18][C:17]([C@@:13]2([OH:16])[CH2:14][CH2:15][N:10]([C:8](=[O:9])[C@H:7]([NH:6][C:3]([NH:2][CH3:1])=[O:4])[CH:26]([CH3:28])[CH3:27])[CH2:11][C:12]2([CH3:24])[CH3:25])=[CH:22][CH:21]=1, predict the reactants needed to synthesize it. The reactants are: [CH3:1][N:2]=[C:3]=[O:4].Cl.[NH2:6][C@H:7]([CH:26]([CH3:28])[CH3:27])[C:8]([N:10]1[CH2:15][CH2:14][C@@:13]([C:17]2[CH:22]=[CH:21][C:20]([Cl:23])=[CH:19][CH:18]=2)([OH:16])[C:12]([CH3:25])([CH3:24])[CH2:11]1)=[O:9].C1COCC1. (3) Given the product [Cl:11][C:12]1[N:22]=[CH:21][C:20]([CH2:23][N:24]2[C:28]([CH3:29])=[C:27]([C:30]3[CH:35]=[CH:34][C:33]([C:36]#[N:37])=[CH:32][CH:31]=3)[C:26]([C:38]#[N:39])=[C:25]2[CH:40]2[CH2:42][CH2:41]2)=[CH:19][C:13]=1[CH2:14][OH:15], predict the reactants needed to synthesize it. The reactants are: [BH4-].[Na+].[Cl-].[Ca+2].[Cl-].C1COCC1.[Cl:11][C:12]1[N:22]=[CH:21][C:20]([CH2:23][N:24]2[C:28]([CH3:29])=[C:27]([C:30]3[CH:35]=[CH:34][C:33]([C:36]#[N:37])=[CH:32][CH:31]=3)[C:26]([C:38]#[N:39])=[C:25]2[CH:40]2[CH2:42][CH2:41]2)=[CH:19][C:13]=1[C:14](OCC)=[O:15].